This data is from Reaction yield outcomes from USPTO patents with 853,638 reactions. The task is: Predict the reaction yield, written as a fraction of the theoretical maximum amount of product (1.0 means a 100% yield; for example, 0.34 means a 34% yield). (1) The reactants are [CH3:1][C:2]1[N:3]=[CH:4][N:5]([C:7]2[N:12]=[CH:11][C:10]([C:13](=[O:15])[CH3:14])=[CH:9][CH:8]=2)[CH:6]=1.[Br:16]Br. The catalyst is Br.CC(O)=O. The product is [Br:16][CH2:14][C:13]([C:10]1[CH:11]=[N:12][C:7]([N:5]2[CH:6]=[C:2]([CH3:1])[N:3]=[CH:4]2)=[CH:8][CH:9]=1)=[O:15]. The yield is 0.800. (2) The reactants are [F:1][C:2]1[CH:3]=[C:4]([C:9]2[CH:14]=[CH:13][CH:12]=[CH:11][C:10]=2[S:15]([CH3:18])(=[O:17])=[O:16])[CH:5]=[CH:6][C:7]=1[NH2:8].[C:19]([O-:22])(O)=O.[Na+].[Cl-].[C:25](OCC)(=O)[CH3:26]. No catalyst specified. The product is [F:1][C:2]1[CH:3]=[C:4]([C:9]2[CH:14]=[CH:13][CH:12]=[CH:11][C:10]=2[S:15]([CH3:18])(=[O:17])=[O:16])[CH:5]=[CH:6][C:7]=1[NH:8][C:19](=[O:22])[CH:25]=[CH2:26]. The yield is 0.940.